Dataset: Forward reaction prediction with 1.9M reactions from USPTO patents (1976-2016). Task: Predict the product of the given reaction. (1) Given the reactants [CH3:1][O:2][C:3]1[CH:4]=[C:5](O)[C:6](=[C:9]([O:11][CH3:12])[CH:10]=1)[CH:7]=O.[CH3:14][O:15][C:16]1[CH:29]=[CH:28][C:19]([CH2:20][S:21]([CH2:24][C:25]([OH:27])=[O:26])(=[O:23])=[O:22])=[CH:18][C:17]=1[N+:30]([O-:32])=[O:31], predict the reaction product. The product is: [CH3:14][O:15][C:16]1[CH:29]=[CH:28][C:19]([CH2:20][S:21]([C:24]2[C:25](=[O:27])[O:26][C:5]3[C:6]([CH:7]=2)=[C:9]([O:11][CH3:12])[CH:10]=[C:3]([O:2][CH3:1])[CH:4]=3)(=[O:22])=[O:23])=[CH:18][C:17]=1[N+:30]([O-:32])=[O:31]. (2) Given the reactants [Br:1][C:2]1[CH:9]=[CH:8][C:5]([CH:6]=O)=[C:4]([OH:10])[CH:3]=1.[C:11](OCC)(=[O:16])[CH2:12][C:13]([CH3:15])=[O:14], predict the reaction product. The product is: [C:13]([C:12]1[C:11](=[O:16])[O:10][C:4]2[C:5]([CH:6]=1)=[CH:8][CH:9]=[C:2]([Br:1])[CH:3]=2)(=[O:14])[CH3:15].